Dataset: NCI-60 drug combinations with 297,098 pairs across 59 cell lines. Task: Regression. Given two drug SMILES strings and cell line genomic features, predict the synergy score measuring deviation from expected non-interaction effect. (1) Drug 1: CC1OCC2C(O1)C(C(C(O2)OC3C4COC(=O)C4C(C5=CC6=C(C=C35)OCO6)C7=CC(=C(C(=C7)OC)O)OC)O)O. Drug 2: CCC1(C2=C(COC1=O)C(=O)N3CC4=CC5=C(C=CC(=C5CN(C)C)O)N=C4C3=C2)O.Cl. Cell line: MOLT-4. Synergy scores: CSS=69.9, Synergy_ZIP=-3.00, Synergy_Bliss=-4.85, Synergy_Loewe=-6.58, Synergy_HSA=-2.05. (2) Drug 1: CC1=C(C(=O)C2=C(C1=O)N3CC4C(C3(C2COC(=O)N)OC)N4)N. Drug 2: C1C(C(OC1N2C=NC(=NC2=O)N)CO)O. Cell line: M14. Synergy scores: CSS=54.9, Synergy_ZIP=3.11, Synergy_Bliss=4.52, Synergy_Loewe=-11.0, Synergy_HSA=3.15. (3) Drug 2: C1=CN(C=N1)CC(O)(P(=O)(O)O)P(=O)(O)O. Drug 1: C1CN1P(=S)(N2CC2)N3CC3. Cell line: UACC-257. Synergy scores: CSS=6.20, Synergy_ZIP=-2.66, Synergy_Bliss=-3.51, Synergy_Loewe=2.91, Synergy_HSA=-2.33. (4) Drug 1: CS(=O)(=O)CCNCC1=CC=C(O1)C2=CC3=C(C=C2)N=CN=C3NC4=CC(=C(C=C4)OCC5=CC(=CC=C5)F)Cl. Drug 2: CCC1(C2=C(COC1=O)C(=O)N3CC4=CC5=C(C=CC(=C5CN(C)C)O)N=C4C3=C2)O.Cl. Cell line: SK-MEL-28. Synergy scores: CSS=18.2, Synergy_ZIP=-2.45, Synergy_Bliss=2.26, Synergy_Loewe=-8.55, Synergy_HSA=-0.760. (5) Drug 2: CC12CCC3C(C1CCC2O)C(CC4=C3C=CC(=C4)O)CCCCCCCCCS(=O)CCCC(C(F)(F)F)(F)F. Synergy scores: CSS=8.88, Synergy_ZIP=-0.730, Synergy_Bliss=-3.42, Synergy_Loewe=-7.78, Synergy_HSA=-4.55. Drug 1: CNC(=O)C1=CC=CC=C1SC2=CC3=C(C=C2)C(=NN3)C=CC4=CC=CC=N4. Cell line: HL-60(TB). (6) Drug 1: C1CN1P(=S)(N2CC2)N3CC3. Drug 2: CC=C1C(=O)NC(C(=O)OC2CC(=O)NC(C(=O)NC(CSSCCC=C2)C(=O)N1)C(C)C)C(C)C. Cell line: SNB-75. Synergy scores: CSS=31.0, Synergy_ZIP=-1.23, Synergy_Bliss=1.71, Synergy_Loewe=-3.74, Synergy_HSA=3.05. (7) Drug 1: C1=CC(=CC=C1C#N)C(C2=CC=C(C=C2)C#N)N3C=NC=N3. Drug 2: C#CCC(CC1=CN=C2C(=N1)C(=NC(=N2)N)N)C3=CC=C(C=C3)C(=O)NC(CCC(=O)O)C(=O)O. Cell line: NCI/ADR-RES. Synergy scores: CSS=17.6, Synergy_ZIP=-0.989, Synergy_Bliss=-3.39, Synergy_Loewe=-3.44, Synergy_HSA=1.60. (8) Drug 1: C1=NC2=C(N=C(N=C2N1C3C(C(C(O3)CO)O)O)F)N. Drug 2: C1=NC2=C(N1)C(=S)N=CN2. Cell line: NCI/ADR-RES. Synergy scores: CSS=37.0, Synergy_ZIP=-0.708, Synergy_Bliss=0.0576, Synergy_Loewe=-1.84, Synergy_HSA=-0.659.